From a dataset of Reaction yield outcomes from USPTO patents with 853,638 reactions. Predict the reaction yield, written as a fraction of the theoretical maximum amount of product (1.0 means a 100% yield; for example, 0.34 means a 34% yield). (1) The reactants are [F:1][C:2]1[CH:7]=[CH:6][CH:5]=[C:4]([F:8])[C:3]=1[N:9]1[C:14]2[N:15]=[C:16]([NH:27][CH2:28][CH2:29][NH2:30])[N:17]=[C:18]([C:19]3[CH:24]=[CH:23][C:22]([F:25])=[CH:21][C:20]=3[CH3:26])[C:13]=2[CH:12]=[CH:11][C:10]1=[O:31].[CH:32]1([N:38]=[C:39]=[O:40])[CH2:37][CH2:36][CH2:35][CH2:34][CH2:33]1. No catalyst specified. The product is [F:1][C:2]1[CH:7]=[CH:6][CH:5]=[C:4]([F:8])[C:3]=1[N:9]1[C:14]2[N:15]=[C:16]([NH:27][CH2:28][CH2:29][NH:30][C:39]([NH:38][CH:32]3[CH2:37][CH2:36][CH2:35][CH2:34][CH2:33]3)=[O:40])[N:17]=[C:18]([C:19]3[CH:24]=[CH:23][C:22]([F:25])=[CH:21][C:20]=3[CH3:26])[C:13]=2[CH:12]=[CH:11][C:10]1=[O:31]. The yield is 0.780. (2) The reactants are Cl.[N+:2]([C:5]1[CH:10]=[CH:9][C:8]([C:11]2[S:15][C:14]([CH:16]3[CH2:21][CH2:20][NH:19][CH2:18][CH2:17]3)=[N:13][CH:12]=2)=[CH:7][CH:6]=1)([O-:4])=[O:3].Br[C:23]([CH3:30])([CH3:29])[C:24]([O:26][CH2:27][CH3:28])=[O:25].C(=O)([O-])[O-].[K+].[K+].O. The catalyst is CN(C=O)C. The product is [CH3:29][C:23]([N:19]1[CH2:20][CH2:21][CH:16]([C:14]2[S:15][C:11]([C:8]3[CH:7]=[CH:6][C:5]([N+:2]([O-:4])=[O:3])=[CH:10][CH:9]=3)=[CH:12][N:13]=2)[CH2:17][CH2:18]1)([CH3:30])[C:24]([O:26][CH2:27][CH3:28])=[O:25]. The yield is 0.490. (3) The reactants are [CH3:1][C:2]1[CH:3]=[CH:4][C:5]([NH:9][C:10]2[C:11]([C:17]([NH2:19])=[O:18])=[N:12][NH:13][C:14](=[O:16])[CH:15]=2)=[N:6][C:7]=1[CH3:8].[H-].[Na+].Br[CH2:23][CH2:24][N:25]1[C:33](=[O:34])[C:32]2[C:27](=[CH:28][CH:29]=[CH:30][CH:31]=2)[C:26]1=[O:35]. The catalyst is CN(C=O)C. The product is [CH3:1][C:2]1[CH:3]=[CH:4][C:5]([NH:9][C:10]2[CH:15]=[C:14]([O:16][CH2:23][CH2:24][N:25]3[C:26](=[O:35])[C:27]4[C:32](=[CH:31][CH:30]=[CH:29][CH:28]=4)[C:33]3=[O:34])[N:13]=[N:12][C:11]=2[C:17]([NH2:19])=[O:18])=[N:6][C:7]=1[CH3:8]. The yield is 0.840. (4) The reactants are [C:1]([O:5][C:6]([NH:8][C@H:9]1[CH2:14][CH2:13][N:12](CC2C=CC=CC=2)[CH2:11][C@H:10]1[CH3:22])=[O:7])([CH3:4])([CH3:3])[CH3:2]. The catalyst is CO.[OH-].[OH-].[Pd+2]. The product is [C:1]([O:5][C:6]([NH:8][C@H:9]1[CH2:14][CH2:13][NH:12][CH2:11][C@H:10]1[CH3:22])=[O:7])([CH3:4])([CH3:2])[CH3:3]. The yield is 0.950. (5) The reactants are [CH3:1][N:2]1[C:6]([C:7]2[CH:12]=[CH:11][N:10]=[CH:9][CH:8]=2)=[N:5][NH:4][C:3]1=[S:13].I[CH3:15]. The catalyst is [OH-].[Na+].C(O)C. The product is [CH3:1][N:2]1[C:3]([S:13][CH3:15])=[N:4][N:5]=[C:6]1[C:7]1[CH:12]=[CH:11][N:10]=[CH:9][CH:8]=1. The yield is 0.940. (6) The reactants are Cl.Cl.[CH2:3]([N:5]([CH:20]([CH3:22])[CH3:21])[C:6]([CH:8]1[CH2:13][CH2:12][CH2:11][N:10]([CH:14]2[CH2:19][CH2:18][NH:17][CH2:16][CH2:15]2)[CH2:9]1)=[O:7])[CH3:4].[NH2:23][C:24]1[S:25][C:26]2[C:35]([O:36][CH3:37])=[CH:34][CH:33]=[CH:32][C:27]=2[C:28]=1[C:29](O)=[O:30]. No catalyst specified. The product is [NH2:23][C:24]1[S:25][C:26]2[C:35]([O:36][CH3:37])=[CH:34][CH:33]=[CH:32][C:27]=2[C:28]=1[C:29]([N:17]1[CH2:16][CH2:15][CH:14]([N:10]2[CH2:11][CH2:12][CH2:13][CH:8]([C:6]([N:5]([CH2:3][CH3:4])[CH:20]([CH3:21])[CH3:22])=[O:7])[CH2:9]2)[CH2:19][CH2:18]1)=[O:30]. The yield is 0.730. (7) The reactants are [NH2:1][C:2]1[CH:7]=[CH:6][C:5]([OH:8])=[C:4]([F:9])[CH:3]=1.CC(C)([O-])C.[K+].Cl[C:17]1[CH:22]=[CH:21][N:20]=[C:19]2[CH:23]=[C:24]([C:26]3[N:31]=[CH:30][C:29]([CH2:32][N:33]([CH2:41][CH2:42][O:43][CH3:44])[C:34](=[O:40])[O:35][C:36]([CH3:39])([CH3:38])[CH3:37])=[CH:28][CH:27]=3)[S:25][C:18]=12. The catalyst is CS(C)=O.O. The product is [NH2:1][C:2]1[CH:7]=[CH:6][C:5]([O:8][C:17]2[CH:22]=[CH:21][N:20]=[C:19]3[CH:23]=[C:24]([C:26]4[N:31]=[CH:30][C:29]([CH2:32][N:33]([CH2:41][CH2:42][O:43][CH3:44])[C:34](=[O:40])[O:35][C:36]([CH3:37])([CH3:38])[CH3:39])=[CH:28][CH:27]=4)[S:25][C:18]=23)=[C:4]([F:9])[CH:3]=1. The yield is 0.580.